This data is from Experimentally validated miRNA-target interactions with 360,000+ pairs, plus equal number of negative samples. The task is: Binary Classification. Given a miRNA mature sequence and a target amino acid sequence, predict their likelihood of interaction. (1) The miRNA is hsa-miR-4700-3p with sequence CACAGGACUGACUCCUCACCCCAGUG. The protein sequence of the target gene is MEDGFSSYSSLYDTSSLLQFCNDDSASAASSMEVTDRIASLEQRVQMQEDDIQLLKSALADVVRRLNITEEQQAVLNRKGPTKARPLMQTLPLRTTVNNGTVLPKKPTGSLPSPSGVRKETAVPATKSNIKRTSSSERVSPGGRRESNGDSRGNRNRTGSTSSSSSGKKNSESKPKEPVFSAEEGYVKMFLRGRPVTMYMPKDQVDSYSLEAKVELPTKRLKLEWVYGYRGRDCRNNLYLLPTGETVYFIASVVVLYNVEEQLQRHYAGHNDDVKCLAVHPDRITIATGQVAGTSKDGKQ.... Result: 0 (no interaction). (2) Result: 0 (no interaction). The protein sequence of the target gene is MSGVVPTAPEQPAGEMENQTKPPDPRPDAPPEYNSHFLPGPPGTAVPPPTGYPGGLPMGYYSPQQPSTFPLYQPVGGIHPVRYQPGKYPMPNQSVPITWMPGPTPMANCPPGLEYLVQLDNIHVLQHFEPLEMMTCFETNNRYDIKNNSDQMVYIVTEDTDDFTRNAYRTLRPFVLRVTDCMGREIMTMQRPFRCTCCCFCCPSARQELEVQCPPGVTIGFVAEHWNLCRAVYSIQNEKKENVMRVRGPCSTYGCGSDSVFEVKSLDGISNIGSIIRKWNGLLSAMADADHFDIHFPLDL.... The miRNA is hsa-miR-30c-5p with sequence UGUAAACAUCCUACACUCUCAGC. (3) The miRNA is hsa-miR-6746-3p with sequence CAGCCGCCGCCUGUCUCCACAG. The protein sequence of the target gene is MEPDSVIEDKTIELMCSVPRSLWLGCANLVESMCALSCLQSMPSVRCLQISNGTSSVIVSRKRPSEGNYQKEKDLCIKYFDQWSESDQVEFVEHLISRMCHYQHGHINSYLKPMLQRDFITALPEQGLDHIAENILSYLDARSLCAAELVCKEWQRVISEGMLWKKLIERMVRTDPLWKGLSERRGWDQYLFKNRPTDGPPNSFYRSLYPKIIQDIETIESNWRCGRHNLQRIQCRSENSKGVYCLQYDDEKIISGLRDNSIKIWDKTSLECLKVLTGHTGSVLCLQYDERVIVTGSSDS.... Result: 0 (no interaction). (4) The miRNA is hsa-miR-100-3p with sequence CAAGCUUGUAUCUAUAGGUAUG. The protein sequence of the target gene is MGTENKEVIPKEEISEESEPHGSLLEKFPKVVYQGHEFGAGCEEDMLEGHSRESMEEVIEQMSPQERDFPSGLMIFKKSPSSEKDRENNESERGCSPSPNLVTHQGDTTEGVSAFATSGQNFLEILESNKTQRSSVGEKPHTCKECGKAFNQNSHLIQHMRVHSGEKPFECKECGKTFGTNSSLRRHLRIHAGEKPFACNECGKAFIQSSHLIHHHRIHTGERPYKCEECGKAFSQNSALILHQRIHTGEKPYECNECGKTFRVSSQLIQHQRIHTEERYHECNECGKAFKHSSGLIRHQ.... Result: 1 (interaction). (5) The miRNA is hsa-miR-3122 with sequence GUUGGGACAAGAGGACGGUCUU. The protein sequence of the target gene is MAAWGRRRLGPGSSGGSARERVSLSATDCYIVHEIYNGENAQDQFEYELEQALEAQYKYIVIEPTRIGDETARWITVGNCLHKTAVLAGTACLFTPLALPLDYSHYISLPAGVLSLACCTLYGISWQFDPCCKYQVEYDAYKLSRLPLHTLTSSTPVVLVRKDDLHRKRLHNTIALAALVYCVKKIYELYAV. Result: 1 (interaction). (6) The miRNA is mmu-miR-9-5p with sequence UCUUUGGUUAUCUAGCUGUAUGA. The protein sequence of the target gene is MSLGIMEEEDLAEYFRLQYGERLLQMLQKLPNVEGASESPSIWLLEKKKETEIMHQTMVQKKKMFQRRMETLNLRWEELGVKEAQLKAHIQKSEQFIQENDQKRIRAMKKANKERELKCQHMQELTKRKQEMVALRLEHQRLSAKLKDYYIFNKYLEKVVENSEFEEIHEVIARYKTLVSMRHDLMQSAQEGQEKIERAKARLARYMEEKDDEILQQNNELARLQMRFDRARSNVIFWESRWAHIQNTAAKKTLLLGTIKMATLNLFQIVSKHLKEVTEVALEDTHKQLDMIQQFIQDRS.... Result: 0 (no interaction). (7) The miRNA is mmu-miR-182-5p with sequence UUUGGCAAUGGUAGAACUCACACCG. The protein sequence of the target gene is MNQELLSVGSKRRRTGGSLRGNASSSQVDEGQMNRVVEEDPQQQARHQEEEHTARNGELVGANPRPGDQNDTQQGQVEENNNRFISVDEDSSGNQEEQEEDEEHAGEQEEEEEEEEEEEEMDQESDDFDPSDDSSREDEHTHNSNVTNCSSVSDLPAHQLSSPFYTKTTKMKRKLDHGSEVRSFSLGKKPCKVSDYTSTTGLVPCSATPTTFGDLRAANGQGQQRRRITSVQPPTGLQEWLKMFQSWSGPEKLLALDELIDSCEPTQVKHMMQVIEPQFQRDFISLLPKELALYVLSFLE.... Result: 1 (interaction).